Dataset: Full USPTO retrosynthesis dataset with 1.9M reactions from patents (1976-2016). Task: Predict the reactants needed to synthesize the given product. (1) Given the product [Cl:28][C:25]1[CH:24]=[CH:23][C:22]([N:17]([CH2:18][CH:19]2[CH2:21][CH2:20]2)[C:14]2[CH:15]=[CH:16][C:11]([C:10]([C:8]3[CH:7]=[CH:6][C:5]([N:66]4[C:70]([C:71]5[CH:76]=[CH:75][CH:74]=[CH:73][CH:72]=5)=[CH:69][N:68]=[N:67]4)=[C:4]([CH:9]=3)[C:3]([OH:2])=[O:31])=[O:29])=[N:12][CH:13]=2)=[CH:27][CH:26]=1, predict the reactants needed to synthesize it. The reactants are: C[O:2][C:3](=[O:31])[C:4]1[CH:9]=[C:8]([C:10](=[O:29])[C:11]2[CH:16]=[CH:15][C:14]([N:17]([C:22]3[CH:27]=[CH:26][C:25]([Cl:28])=[CH:24][CH:23]=3)[CH2:18][CH:19]3[CH2:21][CH2:20]3)=[CH:13][N:12]=2)[CH:7]=[CH:6][C:5]=1F.C(C1C=CC=CC=1)#C.COC(=O)C1C=C(C(=O)C2C=CC(N(C3C=CC(Cl)=CC=3)C)=CN=2)C=CC=1[N:66]1[C:70]([C:71]2[CH:76]=[CH:75][CH:74]=[CH:73][CH:72]=2)=[CH:69][N:68]=[N:67]1. (2) Given the product [Cl:1][C:2]1[CH:3]=[C:4]([CH:22]=[CH:23][CH:24]=1)[C:5]([NH:7][CH2:8][C:9]1[CH:14]=[CH:13][C:12]([C:15]#[N:16])=[CH:11][C:10]=1[NH:17][CH2:18][C:19](=[O:21])[N:32]([CH2:33][CH2:34][OH:35])[C:27]1[CH:28]=[CH:29][CH:30]=[CH:31][N:26]=1)=[O:6], predict the reactants needed to synthesize it. The reactants are: [Cl:1][C:2]1[CH:3]=[C:4]([CH:22]=[CH:23][CH:24]=1)[C:5]([NH:7][CH2:8][C:9]1[CH:14]=[CH:13][C:12]([C:15]#[N:16])=[CH:11][C:10]=1[NH:17][CH2:18][C:19]([OH:21])=O)=[O:6].Cl.[N:26]1[CH:31]=[CH:30][CH:29]=[CH:28][C:27]=1[NH:32][CH2:33][CH2:34][OH:35]. (3) Given the product [F:37][C:2]([F:1])([F:36])[C:3]1[CH:4]=[C:5]([C@H:13]2[O:17][C:16](=[O:18])[N:15]([CH2:19][C:20]3[CH:25]=[C:24]([C:26]([F:29])([F:28])[F:27])[CH:23]=[CH:22][C:21]=3[C:30]3[CH:34]=[CH:33][N:32]([CH:41]([CH3:43])[CH3:42])[CH:31]=3)[C@H:14]2[CH3:35])[CH:6]=[C:7]([C:9]([F:12])([F:11])[F:10])[CH:8]=1, predict the reactants needed to synthesize it. The reactants are: [F:1][C:2]([F:37])([F:36])[C:3]1[CH:4]=[C:5]([C@H:13]2[O:17][C:16](=[O:18])[N:15]([CH2:19][C:20]3[CH:25]=[C:24]([C:26]([F:29])([F:28])[F:27])[CH:23]=[CH:22][C:21]=3[C:30]3[CH:34]=[CH:33][NH:32][CH:31]=3)[C@H:14]2[CH3:35])[CH:6]=[C:7]([C:9]([F:12])([F:11])[F:10])[CH:8]=1.[OH-].[K+].I[CH:41]([CH3:43])[CH3:42].O. (4) Given the product [Cl:16][C:17]1[CH:18]=[C:19]([CH:20]=[CH:21][CH:22]=1)[CH2:23][CH2:24][S:25]([N:7]1[CH2:6][C@H:5]2[CH2:1][N:2]([C:9]([O:11][C:12]([CH3:15])([CH3:14])[CH3:13])=[O:10])[CH2:3][C@H:4]2[CH2:8]1)(=[O:27])=[O:26], predict the reactants needed to synthesize it. The reactants are: [CH2:1]1[C@@H:5]2[CH2:6][NH:7][CH2:8][C@@H:4]2[CH2:3][N:2]1[C:9]([O:11][C:12]([CH3:15])([CH3:14])[CH3:13])=[O:10].[Cl:16][C:17]1[CH:18]=[C:19]([CH2:23][CH2:24][S:25](Cl)(=[O:27])=[O:26])[CH:20]=[CH:21][CH:22]=1. (5) Given the product [NH2:12][C:10]1[N:11]=[C:2]([C:27]2[CH:28]=[C:23]([CH:24]=[CH:25][CH:26]=2)[CH:21]=[O:22])[CH:3]=[C:4]2[C:9]=1[CH:8]=[N:7][C:6]1[CH:13]=[C:14]([O:19][CH3:20])[C:15]([O:17][CH3:18])=[CH:16][C:5]2=1, predict the reactants needed to synthesize it. The reactants are: Cl[C:2]1[CH:3]=[C:4]2[C:9](=[C:10]([NH2:12])[N:11]=1)[CH:8]=[N:7][C:6]1[CH:13]=[C:14]([O:19][CH3:20])[C:15]([O:17][CH3:18])=[CH:16][C:5]2=1.[CH:21]([C:23]1[CH:24]=[C:25](B(O)O)[CH:26]=[CH:27][CH:28]=1)=[O:22]. (6) Given the product [C:26]([C:30]1[CH:31]=[C:32]2[C:37](=[C:38]([F:40])[CH:39]=1)[C:36](=[O:41])[N:35]([C:42]1[N:49]=[CH:48][CH:47]=[C:46]([C:6]3[CH:5]=[C:4]([NH:17][C:18]4[CH:23]=[CH:22][N:21]=[C:20]([CH3:24])[N:19]=4)[C:3](=[O:25])[N:2]([CH3:1])[CH:7]=3)[C:43]=1[CH:44]=[O:45])[N:34]=[CH:33]2)([CH3:29])([CH3:27])[CH3:28], predict the reactants needed to synthesize it. The reactants are: [CH3:1][N:2]1[CH:7]=[C:6](B2OC(C)(C)C(C)(C)O2)[CH:5]=[C:4]([NH:17][C:18]2[CH:23]=[CH:22][N:21]=[C:20]([CH3:24])[N:19]=2)[C:3]1=[O:25].[C:26]([C:30]1[CH:31]=[C:32]2[C:37](=[C:38]([F:40])[CH:39]=1)[C:36](=[O:41])[N:35]([C:42]1[N:49]=[CH:48][CH:47]=[C:46](Cl)[C:43]=1[CH:44]=[O:45])[N:34]=[CH:33]2)([CH3:29])([CH3:28])[CH3:27].[O-]P([O-])([O-])=O.[K+].[K+].[K+].C([O-])(=O)C.[Na+].